From a dataset of Full USPTO retrosynthesis dataset with 1.9M reactions from patents (1976-2016). Predict the reactants needed to synthesize the given product. (1) Given the product [CH2:16]([O:23][C:24]1[C:31]([Br:32])=[CH:30][C:27]([CH:28]([C:2]2[CH:7]=[CH:6][C:5]([CH2:8][CH3:9])=[CH:4][CH:3]=2)[OH:29])=[C:26]([CH3:33])[CH:25]=1)[C:17]1[CH:18]=[CH:19][CH:20]=[CH:21][CH:22]=1, predict the reactants needed to synthesize it. The reactants are: Br[C:2]1[CH:7]=[CH:6][C:5]([CH2:8][CH3:9])=[CH:4][CH:3]=1.CCCCCC.[CH2:16]([O:23][C:24]1[C:31]([Br:32])=[CH:30][C:27]([CH:28]=[O:29])=[C:26]([CH3:33])[CH:25]=1)[C:17]1[CH:22]=[CH:21][CH:20]=[CH:19][CH:18]=1. (2) Given the product [Cl:1][C:2]1[CH:7]=[C:6]([Cl:8])[CH:5]=[CH:4][C:3]=1[CH2:9][NH:10][C:11](=[O:24])[C@@H:18]1[C:13]([CH3:20])([CH3:12])[CH2:14][C:15](=[O:16])[N:22]1[CH3:21], predict the reactants needed to synthesize it. The reactants are: [Cl:1][C:2]1[CH:7]=[C:6]([Cl:8])[CH:5]=[CH:4][C:3]=1[CH2:9][N+:10]#[C-:11].[CH3:12][C:13]([CH3:20])([CH:18]=O)[CH2:14][C:15](O)=[O:16].[CH3:21][NH2:22].C[OH:24]. (3) Given the product [Cl:9][C:10]1[C:11]([O:18][CH3:19])=[CH:12][C:13]([C:5](=[O:7])[CH3:6])=[C:14]([OH:16])[CH:15]=1, predict the reactants needed to synthesize it. The reactants are: [Al+3].[Cl-].[Cl-].[Cl-].[C:5](Cl)(=[O:7])[CH3:6].[Cl:9][C:10]1[CH:15]=[C:14]([O:16]C)[CH:13]=[CH:12][C:11]=1[O:18][CH3:19].Cl. (4) Given the product [N:3]1([CH2:8][CH2:9][CH2:10][CH2:11][C:12]2[CH:13]=[CH:14][C:15]([O:18][CH2:20][C:21]3[N:22]=[C:23]([C:26]4[NH:27][C:28]5[C:33]([CH:34]=4)=[CH:32][C:31]([O:35][C:36]([F:39])([F:37])[F:38])=[CH:30][CH:29]=5)[O:24][CH:25]=3)=[CH:16][CH:17]=2)[CH:7]=[CH:6][N:5]=[N:4]1, predict the reactants needed to synthesize it. The reactants are: [H-].[Na+].[N:3]1([CH2:8][CH2:9][CH2:10][CH2:11][C:12]2[CH:17]=[CH:16][C:15]([OH:18])=[CH:14][CH:13]=2)[CH:7]=[CH:6][N:5]=[N:4]1.Cl[CH2:20][C:21]1[N:22]=[C:23]([C:26]2[NH:27][C:28]3[C:33]([CH:34]=2)=[CH:32][C:31]([O:35][C:36]([F:39])([F:38])[F:37])=[CH:30][CH:29]=3)[O:24][CH:25]=1. (5) Given the product [N:10]1([CH2:9][CH2:8][O:7][C:6]2[CH:16]=[CH:17][CH:18]=[C:4]([NH2:1])[C:5]=2[NH2:19])[CH2:15][CH2:14][NH:13][CH2:12][CH2:11]1, predict the reactants needed to synthesize it. The reactants are: [N:1]([C:4]1[C:5]([N+:19]([O-])=O)=[C:6]([CH:16]=[CH:17][CH:18]=1)[O:7][CH2:8][CH2:9][N:10]1[CH2:15][CH2:14][NH:13][CH2:12][CH2:11]1)=[N+]=[N-].[H][H]. (6) Given the product [NH2:16][C:10]1[O:11][CH2:12][C:13]([F:14])([F:15])[C@:8]([C:6]2[CH:7]=[C:2]([NH:1][C:27]([C:23]3[N:24]=[CH:25][O:26][C:22]=3[CH:19]([CH3:21])[CH3:20])=[O:28])[CH:3]=[CH:4][C:5]=2[F:18])([CH3:17])[N:9]=1, predict the reactants needed to synthesize it. The reactants are: [NH2:1][C:2]1[CH:3]=[CH:4][C:5]([F:18])=[C:6]([C@:8]2([CH3:17])[C:13]([F:15])([F:14])[CH2:12][O:11][C:10]([NH2:16])=[N:9]2)[CH:7]=1.[CH:19]([C:22]1[O:26][CH:25]=[N:24][C:23]=1[C:27](O)=[O:28])([CH3:21])[CH3:20]. (7) Given the product [CH2:13]([O:12][CH2:11][C@H:10]([CH3:20])[CH2:9][OH:8])[C:14]1[CH:19]=[CH:18][CH:17]=[CH:16][CH:15]=1, predict the reactants needed to synthesize it. The reactants are: [H-].[H-].[H-].[H-].[Li+].[Al+3].C[O:8][C:9](=O)[C@@H:10]([CH3:20])[CH2:11][O:12][CH2:13][C:14]1[CH:19]=[CH:18][CH:17]=[CH:16][CH:15]=1.[O-]S([O-])(=O)=O.[Na+].[Na+]. (8) Given the product [CH:14]1([C:12]2[NH:11][N:10]=[C:9]([NH:8][C:6]3[CH:5]=[CH:4][N:3]=[C:2]([C:24]4[CH:25]=[CH:26][C:21]([S:18]([CH3:17])(=[O:20])=[O:19])=[CH:22][CH:23]=4)[N:7]=3)[CH:13]=2)[CH2:16][CH2:15]1, predict the reactants needed to synthesize it. The reactants are: Cl[C:2]1[N:7]=[C:6]([NH:8][C:9]2[CH:13]=[C:12]([CH:14]3[CH2:16][CH2:15]3)[NH:11][N:10]=2)[CH:5]=[CH:4][N:3]=1.[CH3:17][S:18]([C:21]1[CH:26]=[CH:25][C:24](B(O)O)=[CH:23][CH:22]=1)(=[O:20])=[O:19].C1CCC(P(C2CCCCC2)C2CCCCC2)CC1.[O-]P([O-])([O-])=O.[K+].[K+].[K+].